Dataset: Full USPTO retrosynthesis dataset with 1.9M reactions from patents (1976-2016). Task: Predict the reactants needed to synthesize the given product. Given the product [C:1]([O:5][C:6]([N:8]1[CH2:20][C@@H:19]([CH3:21])[N:18]2[C@H:10]([CH2:11][C:12]3[C:17]2=[N:16][CH:15]=[C:14]([F:22])[CH:13]=3)[CH2:9]1)=[O:7])([CH3:4])([CH3:2])[CH3:3], predict the reactants needed to synthesize it. The reactants are: [C:1]([O:5][C:6]([N:8]1[CH2:20][C@@H:19]([CH3:21])[N:18]2[C:10](=[CH:11][C:12]3[C:17]2=[N:16][CH:15]=[C:14]([F:22])[CH:13]=3)[CH2:9]1)=[O:7])([CH3:4])([CH3:3])[CH3:2].C([BH3-])#N.[Na+].